From a dataset of Retrosynthesis with 50K atom-mapped reactions and 10 reaction types from USPTO. Predict the reactants needed to synthesize the given product. (1) Given the product O=C(NCc1ccccc1S(=O)(=O)C1CC1)C(F)(F)F, predict the reactants needed to synthesize it. The reactants are: NCc1ccccc1S(=O)(=O)C1CC1.O=C(OC(=O)C(F)(F)F)C(F)(F)F. (2) Given the product CC(C)N(C(=O)CCl)c1ccc(F)cc1, predict the reactants needed to synthesize it. The reactants are: CC(C)Nc1ccc(F)cc1.O=C(Cl)CCl.